Dataset: Reaction yield outcomes from USPTO patents with 853,638 reactions. Task: Predict the reaction yield, written as a fraction of the theoretical maximum amount of product (1.0 means a 100% yield; for example, 0.34 means a 34% yield). The reactants are C([NH:4]C(C)C)(C)C.C([Li])CCC.[CH:13]1([CH2:18][CH:19]([C:28]2[CH:33]=[CH:32][C:31]([S:34](C)(=[O:36])=[O:35])=[CH:30][CH:29]=2)[C:20]([NH:22][C:23]2[S:24][CH:25]=[CH:26][N:27]=2)=[O:21])[CH2:17][CH2:16][CH2:15][CH2:14]1.C(B(CCCC)CCCC)CCC.C([O-])(=O)C.[Na+].ONS(O)(=O)=O. The catalyst is O1CCCC1.O. The product is [CH:13]1([CH2:18][CH:19]([C:28]2[CH:33]=[CH:32][C:31]([S:34](=[O:36])(=[O:35])[NH2:4])=[CH:30][CH:29]=2)[C:20]([NH:22][C:23]2[S:24][CH:25]=[CH:26][N:27]=2)=[O:21])[CH2:17][CH2:16][CH2:15][CH2:14]1. The yield is 0.720.